Predict which catalyst facilitates the given reaction. From a dataset of Catalyst prediction with 721,799 reactions and 888 catalyst types from USPTO. Reactant: [CH2:1]([O:3][C:4]([N:6]1[CH2:11][CH2:10][N:9](C(OC(C)(C)C)=O)[CH2:8][C@@H:7]1[CH3:19])=[O:5])[CH3:2].C(O)(C(F)(F)F)=O. Product: [CH2:1]([O:3][C:4]([N:6]1[CH2:11][CH2:10][NH:9][CH2:8][C@@H:7]1[CH3:19])=[O:5])[CH3:2]. The catalyst class is: 4.